Dataset: Experimentally validated miRNA-target interactions with 360,000+ pairs, plus equal number of negative samples. Task: Binary Classification. Given a miRNA mature sequence and a target amino acid sequence, predict their likelihood of interaction. (1) The miRNA is mmu-miR-1912-5p with sequence UGCUCAUUGCAUGGGCUGUGUA. The protein sequence of the target gene is MADKEKKKKESILDLSKYIDKTIRVKFQGGREASGILKGFDPLLNLVLDGTIEYMRDPDDQYKLTEDTRQLGLVVCRGTSVVLICPQDGMEAIPNPFIQQQDA. Result: 0 (no interaction). (2) The miRNA is hsa-miR-6739-3p with sequence AUUGUUCUGUCUUUCUCCCAG. The protein sequence of the target gene is MPQLSLSSLGLWPMAASPWLLLLLVGASWLLARILAWTYTFYDNCCRLRCFPQPPKRNWFLGHLGLIHSSEEGLLYTQSLACTFGDMCCWWVGPWHAIVRIFHPTYIKPVLFAPAAIVPKDKVFYSFLKPWLGDGLLLSAGEKWSRHRRMLTPAFHFNILKPYMKIFNESVNIMHAKWQLLASEGSARLDMFEHISLMTLDSLQKCVFSFDSHCQEKPSEYIAAILELSALVTKRHQQILLYIDFLYYLTPDGQRFRRACRLVHDFTDAVIQERRRTLPSQGVDDFLQAKAKSKTLDFID.... Result: 0 (no interaction). (3) The miRNA is hsa-miR-3936 with sequence UAAGGGGUGUAUGGCAGAUGCA. The protein sequence of the target gene is MPSLPQEGVIQGPSPLDLNTELPYQSTMKRKVRKKKKKGTITANVAGTKFEIVRLVIDEMGFMKTPDEDETSNLIWCDSAVQQEKISELQNYQRINHFPGMGEICRKDFLARNMTKMIKSRPLDYTFVPRTWIFPAEYTQFQNYVKELKKKRKQKTFIVKPANGAMGHGISLIRNGDKLPSQDHLIVQEYIEKPFLMEGYKFDLRIYILVTSCDPLKIFLYHDGLVRMGTEKYIPPNESNLTQLYMHLTNYSVNKHNEHFERDETENKGSKRSIKWFTEFLQANQHDVAKFWSDISELVV.... Result: 0 (no interaction). (4) The miRNA is hsa-miR-31-5p with sequence AGGCAAGAUGCUGGCAUAGCU. The protein sequence of the target gene is MASSETEIRWAEPGLGKGPQRRRWAWAEDKRDVDRSSSQSWEEERLFPNATSPELLEDFRLAQQHLPPLEWDPHPQPDGHQDSESGETSGEEAEAEDVDSPASSHEPLAWLPQQGRQLDMTEEEPDGTLGSLEVEEAGESSSRLGYEAGLSLEGHGNTSPMALGHGQARGWVASGEQASGDKLSEHSEVNPSVELSPARSWSSGTVSLDHPSDSLDSTWEGETDGPQPTALAETLPEGPSHHLLSPDGRTGGSVARATPMEFQDSSAPPAQSPQHATDRWRRETTRFFCPQPKEHIWKQT.... Result: 1 (interaction). (5) The protein sequence of the target gene is MNCYLLLRFMLGIPLLWPCLGATENSQTKKVKQPVRSHLRVKRGWVWNQFFVPEEMNTTSHHIGQLRSDLDNGNNSFQYKLLGAGAGSTFIIDERTGDIYAIQKLDREERSLYILRAQVIDIATGRAVEPESEFVIKVSDINDNEPKFLDEPYEAIVPEMSPEGTLVIQVTASDADDPSSGNNARLLYSLLQGQPYFSVEPTTGVIRISSKMDRELQDEYWVIIQAKDMIGQPGALSGTTSVLIKLSDVNDNKPIFKESLYRLTVSESAPTGTSIGTIMAYDNDIGENAEMDYSIEEDDS.... The miRNA is rno-miR-200b-3p with sequence UAAUACUGCCUGGUAAUGAUGAC. Result: 0 (no interaction). (6) The miRNA is hsa-miR-520c-5p with sequence CUCUAGAGGGAAGCACUUUCUG. The protein sequence of the target gene is MAKINTQYSHPSRTHLKVKTSDRDLNRAENGLSRAHSSSEETSSVLQPGIAMETRGLADSGQGSFTGQGIARLSRLIFLLRRWAARHVHHQDQGPDSFPDRFRGAELKEVSSQESNAQANVGSQEPADRGRSAWPLAKCNTNTSNNTEEEKKTKKKDAIVVDPSSNLYYRWLTAIALPVFYNWYLLICRACFDELQSEYLMLWLVLDYSADVLYVLDVLVRARTGFLEQGLMVSDTNRLWQHYKTTTQFKLDVLSLVPTDLAYLKVGTNYPEVRFNRLLKFSRLFEFFDRTETRTNYPNM.... Result: 0 (no interaction).